From a dataset of Reaction yield outcomes from USPTO patents with 853,638 reactions. Predict the reaction yield, written as a fraction of the theoretical maximum amount of product (1.0 means a 100% yield; for example, 0.34 means a 34% yield). (1) The reactants are C([C:3]1([C:9]([OH:11])=[O:10])[CH2:8][CH2:7][O:6][CH2:5][CH2:4]1)#N.C(C1(C(OC)=O)CCOCC1)#N.Cl. No catalyst specified. The product is [O:6]1[CH2:7][CH2:8][CH:3]([C:9]([OH:11])=[O:10])[CH2:4][CH2:5]1. The yield is 0.840. (2) The reactants are C1(P(C2C=CC=CC=2)C2C=CC=CC=2)C=CC=CC=1.CC(OC(/N=N/C(OC(C)C)=O)=O)C.[OH:34][C:35]1[CH:36]=[C:37]([CH:41]=[CH:42][CH:43]=1)[C:38]([NH2:40])=[O:39].C(N(CC)CC)C.[CH2:51](O)[CH2:52][CH2:53][CH2:54]/[CH:55]=[CH:56]\[CH2:57][CH2:58][CH2:59][CH3:60]. The yield is 0.710. The product is [CH2:51]([O:34][C:35]1[CH:36]=[C:37]([C:38]([NH2:40])=[O:39])[CH:41]=[CH:42][CH:43]=1)[CH2:52][CH2:53][CH2:54]/[CH:55]=[CH:56]\[CH2:57][CH2:58][CH2:59][CH3:60]. The catalyst is C1COCC1. (3) The reactants are [CH:1]1[C:6]([C:7]2[O:17][C:16]3[CH:15]=[C:14]([OH:18])[CH:13]=[CH:12][C:11]=3[C:9](=[O:10])[C:8]=2[OH:19])=[CH:5][C:4]([OH:20])=[C:3]([OH:21])[CH:2]=1.[H-].[Na+].ClC1C=CC(S(O[CH2:35][P:36]([O:41][CH2:42][CH3:43])([O:38][CH2:39][CH3:40])=[O:37])(=O)=O)=CC=1.Cl. The catalyst is CS(C)=O.O. The product is [OH:20][C:4]1[CH:5]=[C:6]([C:7]2[O:17][C:16]3[C:11]([C:9](=[O:10])[C:8]=2[O:19][CH2:35][P:36](=[O:37])([O:41][CH2:42][CH3:43])[O:38][CH2:39][CH3:40])=[CH:12][CH:13]=[C:14]([OH:18])[CH:15]=3)[CH:1]=[CH:2][C:3]=1[OH:21]. The yield is 0.0710. (4) The reactants are C(O[C:4]([C:6]1[C:7]([C:11]2[NH:15][C:14]3[CH:16]=[CH:17][CH:18]=[CH:19][C:13]=3[N:12]=2)=[N:8][NH:9][CH:10]=1)=[O:5])C.[O:20]1[CH2:25][CH2:24][CH:23]([NH2:26])[CH2:22][CH2:21]1.C(NC(C1C(C2NC3C=CC=CC=3N=2)=NNC=1)=O)(C)C. No catalyst specified. The product is [O:20]1[CH2:25][CH2:24][CH:23]([NH:26][C:4]([C:6]2[C:7]([C:11]3[NH:12][C:13]4[CH:19]=[CH:18][CH:17]=[CH:16][C:14]=4[N:15]=3)=[N:8][NH:9][CH:10]=2)=[O:5])[CH2:22][CH2:21]1. The yield is 0.160. (5) The reactants are [NH4+].[Cl-].[CH3:3][O:4][C:5](=[O:37])[C:6]1[CH:11]=[C:10]([Cl:12])[C:9]([N+:13]([O-])=O)=[CH:8][C:7]=1[O:16][CH2:17][CH2:18][CH2:19][N:20]1[CH2:25][CH2:24][C:23]([CH2:27][C:28]2[CH:33]=[CH:32][C:31]([F:34])=[CH:30][CH:29]=2)([OH:26])[C:22]([CH3:36])([CH3:35])[CH2:21]1. The catalyst is C(O)C.O.[Zn]. The product is [CH3:3][O:4][C:5](=[O:37])[C:6]1[CH:11]=[C:10]([Cl:12])[C:9]([NH2:13])=[CH:8][C:7]=1[O:16][CH2:17][CH2:18][CH2:19][N:20]1[CH2:25][CH2:24][C:23]([CH2:27][C:28]2[CH:33]=[CH:32][C:31]([F:34])=[CH:30][CH:29]=2)([OH:26])[C:22]([CH3:35])([CH3:36])[CH2:21]1. The yield is 1.00.